This data is from Full USPTO retrosynthesis dataset with 1.9M reactions from patents (1976-2016). The task is: Predict the reactants needed to synthesize the given product. (1) Given the product [CH3:25][O:24][C:11]1[CH:10]=[C:9]([OH:8])[CH:14]=[CH:13][C:12]=1[C:27]1[N:28]=[N:29][C:30]([CH2:33][CH:34]2[CH2:35][C:36]([CH3:43])([CH3:42])[NH:37][C:38]([CH3:41])([CH3:40])[CH2:39]2)=[CH:31][CH:32]=1, predict the reactants needed to synthesize it. The reactants are: C([Si]([O:8][C:9]1[CH:14]=[CH:13][C:12](B2OC(C)(C)C(C)(C)O2)=[C:11]([O:24][CH3:25])[CH:10]=1)(C)C)(C)(C)C.Cl[C:27]1[N:28]=[N:29][C:30]([CH2:33][CH:34]2[CH2:39][C:38]([CH3:41])([CH3:40])[NH:37][C:36]([CH3:43])([CH3:42])[CH2:35]2)=[CH:31][CH:32]=1. (2) Given the product [F:18][C:19]1[CH:20]=[C:21]([N+:26]([O-:28])=[O:27])[CH:22]=[CH:23][C:24]=1[N:2]([CH3:1])[C:3]1[CH:8]=[CH:7][N:6]=[C:5]2[CH:9]=[C:10]([C:12]3[N:13]=[CH:14][N:15]([CH3:17])[CH:16]=3)[S:11][C:4]=12, predict the reactants needed to synthesize it. The reactants are: [CH3:1][NH:2][C:3]1[CH:8]=[CH:7][N:6]=[C:5]2[CH:9]=[C:10]([C:12]3[N:13]=[CH:14][N:15]([CH3:17])[CH:16]=3)[S:11][C:4]=12.[F:18][C:19]1[CH:20]=[C:21]([N+:26]([O-:28])=[O:27])[CH:22]=[CH:23][C:24]=1F.C(=O)([O-])[O-].[Cs+].[Cs+].O. (3) Given the product [CH3:14][O:15][C:16]1[CH:21]=[C:20]([C:2]2[CH:3]=[C:4]3[C:8](=[CH:9][CH:10]=2)[NH:7][C:6](=[O:11])[C:5]3([CH3:13])[CH3:12])[CH:19]=[CH:18][CH:17]=1, predict the reactants needed to synthesize it. The reactants are: Br[C:2]1[CH:3]=[C:4]2[C:8](=[CH:9][CH:10]=1)[NH:7][C:6](=[O:11])[C:5]2([CH3:13])[CH3:12].[CH3:14][O:15][C:16]1[CH:17]=[C:18](B(O)O)[CH:19]=[CH:20][CH:21]=1.C(=O)([O-])[O-].[K+].[K+].[Cl-].[NH4+]. (4) Given the product [CH3:1][O:2][CH2:3][CH2:4][O:5][CH2:6][C:7]([NH:18][NH:17][C:15](=[O:16])[C:14]1[CH:19]=[CH:20][C:11]([Cl:10])=[N:12][CH:13]=1)=[O:8], predict the reactants needed to synthesize it. The reactants are: [CH3:1][O:2][CH2:3][CH2:4][O:5][CH2:6][C:7](Cl)=[O:8].[Cl:10][C:11]1[CH:20]=[CH:19][C:14]([C:15]([NH:17][NH2:18])=[O:16])=[CH:13][N:12]=1.CN1CCOCC1.C(=O)([O-])O.[Na+]. (5) Given the product [O:20]1[CH:24]=[C:23]([C:2]2[C:12]3[O:11][CH2:10][CH2:9][N:8]([C:13]([O:15][C:16]([CH3:19])([CH3:18])[CH3:17])=[O:14])[CH2:7][C:6]=3[CH:5]=[CH:4][CH:3]=2)[CH:22]=[N:21]1, predict the reactants needed to synthesize it. The reactants are: Br[C:2]1[C:12]2[O:11][CH2:10][CH2:9][N:8]([C:13]([O:15][C:16]([CH3:19])([CH3:18])[CH3:17])=[O:14])[CH2:7][C:6]=2[CH:5]=[CH:4][CH:3]=1.[O:20]1[CH:24]=[C:23](B2OC(C)(C)C(C)(C)O2)[CH:22]=[N:21]1.P([O-])([O-])([O-])=O.[K+].[K+].[K+].O.